This data is from Reaction yield outcomes from USPTO patents with 853,638 reactions. The task is: Predict the reaction yield, written as a fraction of the theoretical maximum amount of product (1.0 means a 100% yield; for example, 0.34 means a 34% yield). The reactants are [F:1][C:2]1[CH:7]=[CH:6][CH:5]=[C:4]([O:8][C:9]2[CH:14]=[CH:13][C:12]([CH2:15][CH2:16][CH3:17])=[CH:11][C:10]=2[O:18]C)[N:3]=1.B(Br)(Br)Br.[NH4+].[Cl-]. The catalyst is ClCCl. The product is [F:1][C:2]1[N:3]=[C:4]([O:8][C:9]2[CH:14]=[CH:13][C:12]([CH2:15][CH2:16][CH3:17])=[CH:11][C:10]=2[OH:18])[CH:5]=[CH:6][CH:7]=1. The yield is 0.380.